Dataset: HIV replication inhibition screening data with 41,000+ compounds from the AIDS Antiviral Screen. Task: Binary Classification. Given a drug SMILES string, predict its activity (active/inactive) in a high-throughput screening assay against a specified biological target. (1) The compound is COc1c(C)c(O)c2c(=O)cc(-c3ccccc3)oc2c1C. The result is 0 (inactive). (2) The molecule is Cn1c(=O)c(C2c3ccccc3Oc3c2c(=O)n(C)c2ccccc32)c(O)c2ccccc21. The result is 0 (inactive). (3) The compound is CC(C)(C)c1cc(C=CC(=O)c2ccc([N+](=O)[O-])cc2)cc(C(C)(C)C)c1O. The result is 0 (inactive). (4) The drug is CCOP(=O)(OCC)C(Nc1cccc(F)c1)c1ccccc1. The result is 0 (inactive). (5) The molecule is c1ccc(-n2cnnc2-c2nsc3ccccc23)cc1. The result is 0 (inactive).